This data is from Reaction yield outcomes from USPTO patents with 853,638 reactions. The task is: Predict the reaction yield, written as a fraction of the theoretical maximum amount of product (1.0 means a 100% yield; for example, 0.34 means a 34% yield). (1) The product is [CH3:23][S:20]([C:17]1[N:16]=[CH:15][C:14]2[C:19](=[C:10]3[CH:9]=[C:8]([C:6]([OH:7])=[O:5])[S:24][C:11]3=[CH:12][CH:13]=2)[N:18]=1)(=[O:21])=[O:22]. The reactants are C([O:5][C:6]([C:8]1[S:24][C:11]2=[CH:12][CH:13]=[C:14]3[C:19]([N:18]=[C:17]([S:20]([CH3:23])(=[O:22])=[O:21])[N:16]=[CH:15]3)=[C:10]2[CH:9]=1)=[O:7])(C)(C)C.C(O)(C(F)(F)F)=O.C(Cl)Cl.O. The yield is 0.990. No catalyst specified. (2) The reactants are [Cl:1][C:2]1[N:11]=[C:10](Cl)[C:9]2[C:4](=[CH:5][C:6]([O:15][CH3:16])=[C:7]([O:13][CH3:14])[CH:8]=2)[N:3]=1.[CH3:17][O:18][C:19]1[CH:26]=[CH:25][C:22]([NH:23][CH3:24])=[CH:21][CH:20]=1.C([O-])(=O)C.[Na+]. The catalyst is O1CCCC1.O. The product is [Cl:1][C:2]1[N:11]=[C:10]([N:23]([C:22]2[CH:25]=[CH:26][C:19]([O:18][CH3:17])=[CH:20][CH:21]=2)[CH3:24])[C:9]2[C:4](=[CH:5][C:6]([O:15][CH3:16])=[C:7]([O:13][CH3:14])[CH:8]=2)[N:3]=1. The yield is 0.600. (3) The reactants are [F:1][C:2]1[CH:7]=[CH:6][CH:5]=[C:4]([F:8])[C:3]=1[N:9]1[C:14]2[N:15]=[C:16](S(C)(=O)=O)[N:17]=[C:18]([C:19]3[CH:20]=[C:21]([NH:26][C:27]([C:29]4[CH:33]=[CH:32][S:31][CH:30]=4)=[O:28])[CH:22]=[CH:23][C:24]=3[CH3:25])[C:13]=2[CH:12]=[CH:11][C:10]1=[O:38].[CH3:39][C:40]1([CH3:49])[CH2:45][CH:44]([NH2:46])[CH2:43][C:42]([CH3:48])([CH3:47])[NH:41]1. The catalyst is C(#N)C. The product is [F:8][C:4]1[CH:5]=[CH:6][CH:7]=[C:2]([F:1])[C:3]=1[N:9]1[C:14]2[N:15]=[C:16]([NH:46][CH:44]3[CH2:45][C:40]([CH3:49])([CH3:39])[NH:41][C:42]([CH3:48])([CH3:47])[CH2:43]3)[N:17]=[C:18]([C:19]3[CH:20]=[C:21]([NH:26][C:27]([C:29]4[CH:33]=[CH:32][S:31][CH:30]=4)=[O:28])[CH:22]=[CH:23][C:24]=3[CH3:25])[C:13]=2[CH:12]=[CH:11][C:10]1=[O:38]. The yield is 0.160.